From a dataset of CYP1A2 inhibition data for predicting drug metabolism from PubChem BioAssay. Regression/Classification. Given a drug SMILES string, predict its absorption, distribution, metabolism, or excretion properties. Task type varies by dataset: regression for continuous measurements (e.g., permeability, clearance, half-life) or binary classification for categorical outcomes (e.g., BBB penetration, CYP inhibition). Dataset: cyp1a2_veith. (1) The molecule is COc1ccc(-n2c(=O)c(-c3cccc(C#N)c3)nc3cnc(N4CCNCC4)nc32)cc1. The result is 1 (inhibitor). (2) The molecule is O=C1c2ccccc2CCCC12N=NCC2c1cccc2ccccc12. The result is 0 (non-inhibitor). (3) The drug is Cn1c(=O)[nH]c(=O)c2c1nc(CN1CCOCC1)n2CCCO. The result is 0 (non-inhibitor). (4) The drug is O=C(NC1CCCCC1)NC1CC2CCCC(C1)N2C1CCCC1. The result is 0 (non-inhibitor). (5) The molecule is Cc1ccc(SCc2ccc(C(=O)NCc3ccncc3)cc2)cc1. The result is 1 (inhibitor). (6) The molecule is CSc1nc2ccccc2cc1/C=C(\C#N)c1ccc(Cl)cc1Cl. The result is 1 (inhibitor). (7) The molecule is COc1ccc(NC(=O)CCSc2cc(C)c3ccccc3n2)cc1. The result is 1 (inhibitor).